Dataset: Catalyst prediction with 721,799 reactions and 888 catalyst types from USPTO. Task: Predict which catalyst facilitates the given reaction. (1) Reactant: [Br:1][C:2]1[CH:7]=[CH:6][C:5]([C@@H:8]([N:10]2[CH2:15][CH2:14][C@:13]([CH2:22][CH2:23][CH2:24][OH:25])([C:16]3[CH:21]=[CH:20][CH:19]=[CH:18][CH:17]=3)[O:12][C:11]2=[O:26])[CH3:9])=[CH:4][CH:3]=1.CCN(CC)CC.[CH3:34][S:35](Cl)(=[O:37])=[O:36]. Product: [CH3:34][S:35]([O:25][CH2:24][CH2:23][CH2:22][C@@:13]1([C:16]2[CH:17]=[CH:18][CH:19]=[CH:20][CH:21]=2)[O:12][C:11](=[O:26])[N:10]([C@H:8]([C:5]2[CH:6]=[CH:7][C:2]([Br:1])=[CH:3][CH:4]=2)[CH3:9])[CH2:15][CH2:14]1)(=[O:37])=[O:36]. The catalyst class is: 2. (2) Reactant: FC(F)(F)S(O[C:7]1[CH:8]=[N:9][C:10]2[C:15]([CH:16]=1)=[CH:14][CH:13]=[CH:12][C:11]=2[C:17]([O:19][CH3:20])=[O:18])(=O)=O.[CH2:23](B(O)O)[CH2:24][CH2:25][CH2:26][CH2:27][CH3:28].C([O-])([O-])=O.[Cs+].[Cs+]. Product: [CH2:23]([C:7]1[CH:8]=[N:9][C:10]2[C:15]([CH:16]=1)=[CH:14][CH:13]=[CH:12][C:11]=2[C:17]([O:19][CH3:20])=[O:18])[CH2:24][CH2:25][CH2:26][CH2:27][CH3:28]. The catalyst class is: 109. (3) Reactant: Br[C:2]1[CH:3]=[C:4]([C:7]([NH:9][C@@H:10]([CH2:23][C:24]2[CH:29]=[CH:28][CH:27]=[CH:26][C:25]=2[C:30]([F:33])([F:32])[F:31])[CH2:11][N:12]2[C:20](=[O:21])[C:19]3[C:14](=[CH:15][CH:16]=[CH:17][CH:18]=3)[C:13]2=[O:22])=[O:8])[S:5][CH:6]=1.C([O-])([O-])=O.[K+].[K+].[CH3:40][N:41]1[C:45](B2OC(C)(C)C(C)(C)O2)=[C:44]([CH3:55])[CH:43]=[N:42]1. Product: [CH3:40][N:41]1[C:45]([C:2]2[CH:3]=[C:4]([C:7]([NH:9][C@@H:10]([CH2:23][C:24]3[CH:29]=[CH:28][CH:27]=[CH:26][C:25]=3[C:30]([F:31])([F:32])[F:33])[CH2:11][N:12]3[C:13](=[O:22])[C:14]4[C:19](=[CH:18][CH:17]=[CH:16][CH:15]=4)[C:20]3=[O:21])=[O:8])[S:5][CH:6]=2)=[C:44]([CH3:55])[CH:43]=[N:42]1. The catalyst class is: 70. (4) Reactant: [Cl:1][C:2]1[CH:7]=[C:6](/[CH:8]=[CH:9]/[CH:10]([C:15]2[CH:20]=[C:19]([Cl:21])[C:18]([Cl:22])=[C:17]([Cl:23])[CH:16]=2)[C:11]([F:14])([F:13])[F:12])[CH:5]=[CH:4][C:3]=1[CH2:24][NH2:25].[CH2:26]([N:28]=[C:29]=[S:30])[CH3:27]. Product: [Cl:1][C:2]1[CH:7]=[C:6](/[CH:8]=[CH:9]/[CH:10]([C:15]2[CH:20]=[C:19]([Cl:21])[C:18]([Cl:22])=[C:17]([Cl:23])[CH:16]=2)[C:11]([F:14])([F:13])[F:12])[CH:5]=[CH:4][C:3]=1[CH2:24][NH:25][C:29]([NH:28][CH2:26][CH3:27])=[S:30]. The catalyst class is: 2. (5) Reactant: [CH2:1]([C:5]1[N:6]([CH3:19])[C:7]2[C:16]3[CH:15]=[C:14]([OH:17])[CH:13]=[CH:12][C:11]=3[N:10]=[CH:9][C:8]=2[N:18]=1)[CH2:2][CH2:3][CH3:4].C(C1N(CC(C)C)C2C3C=CC(O)=CC=3N=CC=2N=1)C.Br[CH2:41][CH2:42][CH2:43][CH2:44][C:45]([N:47]1[CH2:52][CH2:51][O:50][CH2:49][CH2:48]1)=[O:46].BrCC(N1CCOCC1)=O.C(=O)([O-])[O-].[Cs+].[Cs+]. Product: [CH2:1]([C:5]1[N:6]([CH3:19])[C:7]2[C:16]3[CH:15]=[C:14]([O:17][CH2:41][CH2:42][CH2:43][CH2:44][C:45]([N:47]4[CH2:52][CH2:51][O:50][CH2:49][CH2:48]4)=[O:46])[CH:13]=[CH:12][C:11]=3[N:10]=[CH:9][C:8]=2[N:18]=1)[CH2:2][CH2:3][CH3:4]. The catalyst class is: 27. (6) Reactant: [Br:1][C:2]1[CH:10]=[CH:9][C:5]([C:6]([OH:8])=O)=[CH:4][C:3]=1[F:11].[F:12][C:13]([F:22])([F:21])[C:14]1[CH:19]=[CH:18][N:17]=[C:16]([NH2:20])[CH:15]=1.CN(C(ON1N=NC2C=CC=NC1=2)=[N+](C)C)C.F[P-](F)(F)(F)(F)F. Product: [Br:1][C:2]1[CH:10]=[CH:9][C:5]([C:6]([NH:20][C:16]2[CH:15]=[C:14]([C:13]([F:21])([F:12])[F:22])[CH:19]=[CH:18][N:17]=2)=[O:8])=[CH:4][C:3]=1[F:11]. The catalyst class is: 1.